Dataset: Forward reaction prediction with 1.9M reactions from USPTO patents (1976-2016). Task: Predict the product of the given reaction. (1) Given the reactants F[C:2]1[C:3]([N+:8]([O-:10])=[O:9])=[N:4][CH:5]=[CH:6][CH:7]=1.C[N:12]([CH:14]=O)C.[CH2:16]1COCC1, predict the reaction product. The product is: [CH2:14]([NH:12][C:2]1[C:3]([N+:8]([O-:10])=[O:9])=[N:4][CH:5]=[CH:6][CH:7]=1)[CH3:16]. (2) Given the reactants [Br:1][C:2]1[C:3](=[O:28])[N:4]([CH2:19][C:20]2[CH:25]=[CH:24][N:23]=[C:22]([S:26][CH3:27])[N:21]=2)[C:5]([CH3:18])=[CH:6][C:7]=1[O:8][CH2:9][C:10]1[CH:15]=[CH:14][C:13]([F:16])=[CH:12][C:11]=1[F:17].[OH2:29].[OH2:30].O.O.O.O.C(O[O-])(=O)C1C(=CC=CC=1)C([O-])=O.[Mg+2].O, predict the reaction product. The product is: [Br:1][C:2]1[C:3](=[O:28])[N:4]([CH2:19][C:20]2[CH:25]=[CH:24][N:23]=[C:22]([S:26]([CH3:27])(=[O:30])=[O:29])[N:21]=2)[C:5]([CH3:18])=[CH:6][C:7]=1[O:8][CH2:9][C:10]1[CH:15]=[CH:14][C:13]([F:16])=[CH:12][C:11]=1[F:17]. (3) Given the reactants [Cl:1][C:2]1[CH:11]=[C:10]2[C:5]([C:6](=[O:22])[C:7]([CH3:21])=[C:8]([C:18](O)=[O:19])[N:9]2[C:12]2[CH:17]=[CH:16][CH:15]=[CH:14][CH:13]=2)=[CH:4][CH:3]=1.F[P-](F)(F)(F)(F)F.Br[P+](N1CCCC1)(N1CCCC1)[N:32]1[CH2:36]CC[CH2:33]1.C(N(CC)C(C)C)(C)C.CNC, predict the reaction product. The product is: [CH3:33][N:32]([CH3:36])[C:18]([C:8]1[N:9]([C:12]2[CH:17]=[CH:16][CH:15]=[CH:14][CH:13]=2)[C:10]2[C:5]([C:6](=[O:22])[C:7]=1[CH3:21])=[CH:4][CH:3]=[C:2]([Cl:1])[CH:11]=2)=[O:19]. (4) Given the reactants [OH:1][CH2:2][C:3]1([NH:9][C:10]([C:12]2[C:20]3[C:15](=[N:16][CH:17]=[C:18]([CH:21]4[CH2:23][CH2:22]4)[N:19]=3)[N:14](COCC[Si](C)(C)C)[CH:13]=2)=[O:11])[CH2:8][CH2:7][O:6][CH2:5][CH2:4]1.FC(F)(F)C(O)=O, predict the reaction product. The product is: [OH:1][CH2:2][C:3]1([NH:9][C:10]([C:12]2[C:20]3[C:15](=[N:16][CH:17]=[C:18]([CH:21]4[CH2:23][CH2:22]4)[N:19]=3)[NH:14][CH:13]=2)=[O:11])[CH2:8][CH2:7][O:6][CH2:5][CH2:4]1.